Dataset: Peptide-MHC class I binding affinity with 185,985 pairs from IEDB/IMGT. Task: Regression. Given a peptide amino acid sequence and an MHC pseudo amino acid sequence, predict their binding affinity value. This is MHC class I binding data. (1) The peptide sequence is NGNFNFERV. The MHC is HLA-A03:01 with pseudo-sequence HLA-A03:01. The binding affinity (normalized) is 0.0847. (2) The peptide sequence is SRKRRRTPKK. The MHC is HLA-B27:05 with pseudo-sequence HLA-B27:05. The binding affinity (normalized) is 0.692.